Dataset: Catalyst prediction with 721,799 reactions and 888 catalyst types from USPTO. Task: Predict which catalyst facilitates the given reaction. (1) The catalyst class is: 39. Product: [CH2:19]([O:18][C:16](=[O:17])[C:15]([S:1]([CH3:9])(=[O:4])=[O:2])([CH3:22])[CH3:21])[CH3:20]. Reactant: [S:1]([O-:4])([O-])=[O:2].C.[Na+].[Na+].N1C=CC=C[CH:9]=1.Br[C:15]([CH3:22])([CH3:21])[C:16]([O:18][CH2:19][CH3:20])=[O:17]. (2) Reactant: [NH2:1][C:2]1[C:3]2[C:13](=[O:14])[N:12]([C:15]3[CH:20]=[CH:19][C:18]([C:21]4([C:25]([O:27]C)=[O:26])[CH2:24][CH2:23][CH2:22]4)=[CH:17][CH:16]=3)[CH2:11][CH2:10][C:4]=2[N:5]=[C:6]([O:8][CH3:9])[N:7]=1.O1CCOCC1.O.[OH-].[Li+]. Product: [NH2:1][C:2]1[C:3]2[C:13](=[O:14])[N:12]([C:15]3[CH:20]=[CH:19][C:18]([C:21]4([C:25]([OH:27])=[O:26])[CH2:24][CH2:23][CH2:22]4)=[CH:17][CH:16]=3)[CH2:11][CH2:10][C:4]=2[N:5]=[C:6]([O:8][CH3:9])[N:7]=1. The catalyst class is: 5. (3) Reactant: [C:1]1(OB(O)O)[CH:6]=[CH:5][CH:4]=[CH:3][CH:2]=1.C12(PC34CC5CC(CC(C5)C3)C4)CC3CC(CC(C3)C1)C2.[O-]P(OP(OP([O-])([O-])=O)([O-])=O)(=O)[O-].[K+].[K+].[K+].[K+].[K+].O.Cl[C:52]1[CH:57]=[CH:56][C:55]([O:58][CH3:59])=[CH:54][CH:53]=1. Product: [CH3:59][O:58][C:55]1[CH:56]=[CH:57][C:52]([C:1]2[CH:6]=[CH:5][CH:4]=[CH:3][CH:2]=2)=[CH:53][CH:54]=1. The catalyst class is: 160. (4) Reactant: [CH2:1]([N:8]1[CH2:13][CH2:12][NH:11][CH2:10][CH2:9]1)[C:2]1[CH:7]=[CH:6][CH:5]=[CH:4][CH:3]=1.[C:14]([N:21]1[CH2:26][CH2:25][NH:24][CH2:23][C@@H:22]1[C:27](O)=[O:28])([O:16][C:17]([CH3:20])([CH3:19])[CH3:18])=[O:15].C(N(CC)CC)C.C1CN([P+](ON2N=NC3C=CC=CC2=3)(N2CCCC2)N2CCCC2)CC1.F[P-](F)(F)(F)(F)F. Product: [CH2:1]([N:8]1[CH2:13][CH2:12][N:11]([C:27]([C@H:22]2[CH2:23][NH:24][CH2:25][CH2:26][N:21]2[C:14]([O:16][C:17]([CH3:20])([CH3:19])[CH3:18])=[O:15])=[O:28])[CH2:10][CH2:9]1)[C:2]1[CH:3]=[CH:4][CH:5]=[CH:6][CH:7]=1. The catalyst class is: 3. (5) Product: [C:12]([O:16][C:17]([N:19]1[CH2:24][CH2:23][CH:22]([NH:25][C:2]2[C:7]([N+:8]([O-:10])=[O:9])=[CH:6][CH:5]=[C:4]([Cl:11])[N:3]=2)[CH2:21][CH2:20]1)=[O:18])([CH3:15])([CH3:13])[CH3:14]. Reactant: Cl[C:2]1[C:7]([N+:8]([O-:10])=[O:9])=[CH:6][CH:5]=[C:4]([Cl:11])[N:3]=1.[C:12]([O:16][C:17]([N:19]1[CH2:24][CH2:23][CH:22]([NH2:25])[CH2:21][CH2:20]1)=[O:18])([CH3:15])([CH3:14])[CH3:13].C([O-])([O-])=O.[K+].[K+]. The catalyst class is: 3.